From a dataset of Full USPTO retrosynthesis dataset with 1.9M reactions from patents (1976-2016). Predict the reactants needed to synthesize the given product. (1) Given the product [O:29]=[C:19]1[C:18]2[C:13](=[CH:14][CH:15]=[C:16]([C:35]3[CH:36]=[CH:37][CH:38]=[CH:39][C:34]=3[O:33][C:32]([F:31])([F:44])[F:43])[CH:17]=2)[N:12]=[C:11]([N:9]2[CH:10]=[C:6]([C:4]([OH:3])=[O:5])[CH:7]=[N:8]2)[NH:20]1, predict the reactants needed to synthesize it. The reactants are: C([O:3][C:4]([C:6]1[CH:7]=[N:8][N:9]([C:11]2[N:20](COCC[Si](C)(C)C)[C:19](=[O:29])[C:18]3[C:13](=[CH:14][CH:15]=[C:16](I)[CH:17]=3)[N:12]=2)[CH:10]=1)=[O:5])C.[F:31][C:32]([F:44])([F:43])[O:33][C:34]1[CH:39]=[CH:38][CH:37]=[CH:36][C:35]=1B(O)O. (2) Given the product [S:39]([OH:43])([OH:42])(=[O:41])=[O:40].[CH:1]1([CH2:5][N:6]([CH:30]2[CH2:31][CH2:32][O:33][CH2:34][CH2:35]2)[C:7]2[C:8]([O:28][CH3:29])=[N:9][N:10]3[C:14]([C:15]4[C:20]([O:21][CH3:22])=[CH:19][C:18]([CH2:23][O:24][CH3:25])=[CH:17][C:16]=4[O:26][CH3:27])=[CH:13][S:12][C:11]=23)[CH2:4][CH2:3][CH2:2]1, predict the reactants needed to synthesize it. The reactants are: [CH:1]1([CH2:5][N:6]([CH:30]2[CH2:35][CH2:34][O:33][CH2:32][CH2:31]2)[C:7]2[C:8]([O:28][CH3:29])=[N:9][N:10]3[C:14]([C:15]4[C:20]([O:21][CH3:22])=[CH:19][C:18]([CH2:23][O:24][CH3:25])=[CH:17][C:16]=4[O:26][CH3:27])=[CH:13][S:12][C:11]=23)[CH2:4][CH2:3][CH2:2]1.C(O)C.[S:39](=[O:43])(=[O:42])([OH:41])[OH:40]. (3) The reactants are: [F:1][C:2]1[CH:3]=[C:4]([CH2:9][C@H:10]([NH:14][C:15](=[O:21])[O:16][C:17]([CH3:20])([CH3:19])[CH3:18])[C@H:11]2[CH2:13][O:12]2)[CH:5]=[C:6]([F:8])[CH:7]=1.[CH3:22][C:23]([CH3:43])([CH3:42])[CH2:24][C:25]1[CH:34]=[C:33]2[C:28]([CH2:29][CH2:30][CH:31]([N:36]3[CH2:41][CH2:40][CH2:39][CH2:38][CH2:37]3)[CH:32]2[NH2:35])=[CH:27][CH:26]=1. Given the product [C:17]([O:16][C:15](=[O:21])[NH:14][CH:10]([CH2:9][C:4]1[CH:3]=[C:2]([F:1])[CH:7]=[C:6]([F:8])[CH:5]=1)[CH:11]([OH:12])[CH2:13][NH:35][CH:32]1[C:33]2[C:28](=[CH:27][CH:26]=[C:25]([CH2:24][C:23]([CH3:43])([CH3:22])[CH3:42])[CH:34]=2)[CH2:29][CH2:30][CH:31]1[N:36]1[CH2:37][CH2:38][CH2:39][CH2:40][CH2:41]1)([CH3:20])([CH3:19])[CH3:18], predict the reactants needed to synthesize it. (4) The reactants are: Cl[C:2]1[C:7]([N+:8]([O-:10])=[O:9])=[CH:6][CH:5]=[C:4]([O:11][CH3:12])[N:3]=1.[CH3:13][N:14]([CH3:19])[CH2:15][CH2:16][CH2:17][NH2:18]. Given the product [CH3:12][O:11][C:4]1[N:3]=[C:2]([NH:18][CH2:17][CH2:16][CH2:15][N:14]([CH3:19])[CH3:13])[C:7]([N+:8]([O-:10])=[O:9])=[CH:6][CH:5]=1, predict the reactants needed to synthesize it.